From a dataset of Forward reaction prediction with 1.9M reactions from USPTO patents (1976-2016). Predict the product of the given reaction. (1) Given the reactants Cl[C:2]1[C:7]2[C:8]([CH3:12])=[N:9][N:10]([CH3:11])[C:6]=2[CH:5]=[C:4]([C:13]2[CH:18]=[CH:17][C:16]([F:19])=[CH:15][CH:14]=2)[N:3]=1.[O:20]1[C:24]2[CH:25]=[CH:26][CH:27]=[CH:28][C:23]=2[O:22][CH2:21]1.C1C=C(B(O)O)C=CC=1.C([O-])([O-])=O.[Na+].[Na+], predict the reaction product. The product is: [O:20]1[C:24]2[CH:25]=[CH:26][C:27]([C:2]3[C:7]4[C:8]([CH3:12])=[N:9][N:10]([CH3:11])[C:6]=4[CH:5]=[C:4]([C:13]4[CH:18]=[CH:17][C:16]([F:19])=[CH:15][CH:14]=4)[N:3]=3)=[CH:28][C:23]=2[O:22][CH2:21]1. (2) Given the reactants C([O:3][C:4](=O)[NH:5]/[C:6](/[C:10]1[CH:15]=[CH:14][C:13]([F:16])=[CH:12][C:11]=1[F:17])=[CH:7]\[C:8]#[N:9])C.[CH3:19][CH:20]([N:22]1[CH2:27][CH2:26][CH:25]([C:28]([NH:30][NH2:31])=O)[CH2:24][CH2:23]1)[CH3:21].O, predict the reaction product. The product is: [F:17][C:11]1[CH:12]=[C:13]([F:16])[CH:14]=[CH:15][C:10]=1[C:6]1[NH:5][C:4](=[O:3])[N:31]2[N:30]=[C:28]([CH:25]3[CH2:26][CH2:27][N:22]([CH:20]([CH3:21])[CH3:19])[CH2:23][CH2:24]3)[N:9]=[C:8]2[CH:7]=1. (3) The product is: [C:21]([O:25][C:26]([N:28]1[CH2:33][CH2:32][N:31]([C:34]2[CH:39]=[CH:38][CH:37]=[C:36]([NH:40][C:2]3[N:20]=[C:5]4[C:6]([C:10]5[CH:15]=[CH:14][C:13]([S:16]([CH3:19])(=[O:18])=[O:17])=[CH:12][CH:11]=5)=[CH:7][CH:8]=[CH:9][N:4]4[N:3]=3)[CH:35]=2)[CH2:30][CH2:29]1)=[O:27])([CH3:24])([CH3:22])[CH3:23]. Given the reactants Cl[C:2]1[N:20]=[C:5]2[C:6]([C:10]3[CH:15]=[CH:14][C:13]([S:16]([CH3:19])(=[O:18])=[O:17])=[CH:12][CH:11]=3)=[CH:7][CH:8]=[CH:9][N:4]2[N:3]=1.[C:21]([O:25][C:26]([N:28]1[CH2:33][CH2:32][N:31]([C:34]2[CH:39]=[CH:38][CH:37]=[C:36]([NH2:40])[CH:35]=2)[CH2:30][CH2:29]1)=[O:27])([CH3:24])([CH3:23])[CH3:22].C1(P(C2CCCCC2)C2C=CC=CC=2C2C=CC=CC=2P(C2CCCCC2)C2CCCCC2)CCCCC1, predict the reaction product. (4) Given the reactants [CH:1]([NH:4][CH2:5][C:6]1[C:7](=[O:17])[NH:8][C:9]2[C:14]([CH:15]=1)=[CH:13][CH:12]=[CH:11][C:10]=2[CH3:16])([CH3:3])[CH3:2].CCN(C(C)C)C(C)C.[CH3:27][N:28]1[C:33]2[CH:34]=[CH:35][C:36]([S:38](Cl)(=[O:40])=[O:39])=[CH:37][C:32]=2[O:31][CH2:30][CH2:29]1, predict the reaction product. The product is: [CH:1]([N:4]([CH2:5][C:6]1[C:7](=[O:17])[NH:8][C:9]2[C:14]([CH:15]=1)=[CH:13][CH:12]=[CH:11][C:10]=2[CH3:16])[S:38]([C:36]1[CH:35]=[CH:34][C:33]2[N:28]([CH3:27])[CH2:29][CH2:30][O:31][C:32]=2[CH:37]=1)(=[O:39])=[O:40])([CH3:3])[CH3:2]. (5) Given the reactants [C:1]([C:3]1[CH:8]=[CH:7][C:6]([C:9]2[CH:10]=[N:11][N:12]([C:15]3[CH:23]=[CH:22][C:18]([C:19]([OH:21])=O)=[CH:17][N:16]=3)[C:13]=2[OH:14])=[C:5]([CH3:24])[CH:4]=1)#[N:2].Cl.Cl.[CH3:27][N:28]([CH3:35])[C@H:29]1[CH2:34][CH2:33][CH2:32][NH:31][CH2:30]1, predict the reaction product. The product is: [CH3:27][N:28]([CH3:35])[C@H:29]1[CH2:34][CH2:33][CH2:32][N:31]([C:19]([C:18]2[CH:22]=[CH:23][C:15]([N:12]3[C:13]([OH:14])=[C:9]([C:6]4[CH:7]=[CH:8][C:3]([C:1]#[N:2])=[CH:4][C:5]=4[CH3:24])[CH:10]=[N:11]3)=[N:16][CH:17]=2)=[O:21])[CH2:30]1. (6) Given the reactants Cl[C:2]1[N:7]=[C:6]([N:8]([CH3:10])[CH3:9])[CH:5]=[C:4]([CH3:11])[N:3]=1.[C:12]([O:16][C:17](=[O:26])[NH:18][C@H:19]1[CH2:24][CH2:23][C@@H:22]([NH2:25])[CH2:21][CH2:20]1)([CH3:15])([CH3:14])[CH3:13].CCN(C(C)C)C(C)C, predict the reaction product. The product is: [C:12]([O:16][C:17](=[O:26])[NH:18][C@H:19]1[CH2:20][CH2:21][C@@H:22]([NH:25][C:2]2[N:7]=[C:6]([N:8]([CH3:10])[CH3:9])[CH:5]=[C:4]([CH3:11])[N:3]=2)[CH2:23][CH2:24]1)([CH3:15])([CH3:13])[CH3:14]. (7) Given the reactants [CH:1]1([C:4]2[N:5]=[C:6]([C:9]3[C:17]4[CH2:16][CH2:15][O:14][CH2:13][C:12]=4[S:11][C:10]=3[NH2:18])[S:7][CH:8]=2)[CH2:3][CH2:2]1.[C:19]12[C:28](=[O:29])[O:27][C:25](=[O:26])[C:20]=1[CH2:21][CH2:22][CH2:23][CH2:24]2, predict the reaction product. The product is: [CH:1]1([C:4]2[N:5]=[C:6]([C:9]3[C:17]4[CH2:16][CH2:15][O:14][CH2:13][C:12]=4[S:11][C:10]=3[NH:18][C:28]([C:19]3[CH2:24][CH2:23][CH2:22][CH2:21][C:20]=3[C:25]([OH:27])=[O:26])=[O:29])[S:7][CH:8]=2)[CH2:3][CH2:2]1.